Dataset: Peptide-MHC class I binding affinity with 185,985 pairs from IEDB/IMGT. Task: Regression. Given a peptide amino acid sequence and an MHC pseudo amino acid sequence, predict their binding affinity value. This is MHC class I binding data. (1) The peptide sequence is VVRVRRELL. The MHC is HLA-A24:03 with pseudo-sequence HLA-A24:03. The binding affinity (normalized) is 0.0847. (2) The peptide sequence is GYLEGTRTL. The MHC is HLA-B39:01 with pseudo-sequence HLA-B39:01. The binding affinity (normalized) is 0.0847. (3) The peptide sequence is AWYSSEATT. The MHC is Patr-A0901 with pseudo-sequence Patr-A0901. The binding affinity (normalized) is 0.498.